Dataset: Catalyst prediction with 721,799 reactions and 888 catalyst types from USPTO. Task: Predict which catalyst facilitates the given reaction. Reactant: CCN(C(C)C)C(C)C.C([O-])([O-])=O.[K+].[K+].[CH2:16]([N:23]([S:31]([CH2:34][CH2:35][CH2:36]Cl)(=[O:33])=[O:32])C(=O)OC(C)(C)C)[C:17]1[CH:22]=[CH:21][CH:20]=[CH:19][CH:18]=1.[CH:38]1([C:44]2[C:45]3[CH:46]=[CH:47][C:48]([C:68]([O:70][CH3:71])=[O:69])=[CH:49][C:50]=3[N:51]3[C:58]=2[C:57]2[CH:59]=[CH:60][CH:61]=[CH:62][C:56]=2[O:55][CH2:54][C@@H:53]([O:63][CH2:64][CH2:65][NH:66][CH3:67])[CH2:52]3)[CH2:43][CH2:42][CH2:41][CH2:40][CH2:39]1. Product: [CH2:16]([NH:23][S:31]([CH2:34][CH2:35][CH2:36][N:66]([CH3:67])[CH2:65][CH2:64][O:63][C@H:53]1[CH2:52][N:51]2[C:50]3[CH:49]=[C:48]([C:68]([O:70][CH3:71])=[O:69])[CH:47]=[CH:46][C:45]=3[C:44]([CH:38]3[CH2:39][CH2:40][CH2:41][CH2:42][CH2:43]3)=[C:58]2[C:57]2[CH:59]=[CH:60][CH:61]=[CH:62][C:56]=2[O:55][CH2:54]1)(=[O:32])=[O:33])[C:17]1[CH:18]=[CH:19][CH:20]=[CH:21][CH:22]=1. The catalyst class is: 23.